Dataset: Reaction yield outcomes from USPTO patents with 853,638 reactions. Task: Predict the reaction yield, written as a fraction of the theoretical maximum amount of product (1.0 means a 100% yield; for example, 0.34 means a 34% yield). (1) The reactants are [OH:1][C:2]1[N:7]2[N:8]=[C:9]([CH3:16])[C:10]([C:11]([O:13][CH2:14][CH3:15])=[O:12])=[C:6]2[CH:5]=[C:4]([CH3:17])[CH:3]=1.[Cl:18][C:19]1[CH:26]=[CH:25][CH:24]=[C:23]([F:27])[C:20]=1[CH2:21]O.C1(P(C2C=CC=CC=2)C2C=CC=CC=2)C=CC=CC=1.N(C(OC(C)C)=O)=NC(OC(C)C)=O. The catalyst is O1CCCC1. The product is [CH2:14]([O:13][C:11]([C:10]1[C:9]([CH3:16])=[N:8][N:7]2[C:2]([O:1][CH2:21][C:20]3[C:23]([F:27])=[CH:24][CH:25]=[CH:26][C:19]=3[Cl:18])=[CH:3][C:4]([CH3:17])=[CH:5][C:6]=12)=[O:12])[CH3:15]. The yield is 0.840. (2) The reactants are [CH3:1][O:2][C:3]1[CH:8]=[CH:7][C:6]([C:9]2[CH:13]=[C:12]([C:14]3[CH:19]=[CH:18][CH:17]=[CH:16][CH:15]=3)[NH:11][C:10]=2[C:20](O)=[O:21])=[CH:5][CH:4]=1.Cl.[NH2:24][CH2:25][CH2:26][CH2:27][CH2:28][CH2:29][C:30]([O:32][CH3:33])=[O:31].C(N(CC)CC)C.ON1C2C=CC=CC=2N=N1.Cl.CN(C)CCCN=C=NCC.CN1CCOCC1. The catalyst is CN(C=O)C.C(OCC)(=O)C. The product is [CH3:1][O:2][C:3]1[CH:8]=[CH:7][C:6]([C:9]2[CH:13]=[C:12]([C:14]3[CH:19]=[CH:18][CH:17]=[CH:16][CH:15]=3)[NH:11][C:10]=2[C:20]([NH:24][CH2:25][CH2:26][CH2:27][CH2:28][CH2:29][C:30]([O:32][CH3:33])=[O:31])=[O:21])=[CH:5][CH:4]=1. The yield is 0.470. (3) No catalyst specified. The reactants are [C:1]([O:12][CH:13]1[CH:18]([CH:19]([CH3:21])[CH3:20])[CH2:17][CH2:16][CH:15]([CH3:22])[CH2:14]1)(=[O:11])[C:2]1[C:3](=[CH:7][CH:8]=[CH:9][CH:10]=1)[C:4]([O-])=[O:5].C(Cl)(=O)C(Cl)=O. The product is [OH:5][CH2:4][C:3]1[CH:7]=[CH:8][CH:9]=[CH:10][C:2]=1[C:1]([O:12][C@H:13]1[C@H:18]([CH:19]([CH3:21])[CH3:20])[CH2:17][CH2:16][C@@H:15]([CH3:22])[CH2:14]1)=[O:11]. The yield is 0.550.